The task is: Regression. Given two drug SMILES strings and cell line genomic features, predict the synergy score measuring deviation from expected non-interaction effect.. This data is from NCI-60 drug combinations with 297,098 pairs across 59 cell lines. (1) Drug 1: C1=CC=C(C=C1)NC(=O)CCCCCCC(=O)NO. Drug 2: CCN(CC)CCCC(C)NC1=C2C=C(C=CC2=NC3=C1C=CC(=C3)Cl)OC. Cell line: ACHN. Synergy scores: CSS=16.5, Synergy_ZIP=-3.82, Synergy_Bliss=1.05, Synergy_Loewe=-7.31, Synergy_HSA=2.53. (2) Drug 1: CCC1=C2CN3C(=CC4=C(C3=O)COC(=O)C4(CC)O)C2=NC5=C1C=C(C=C5)O. Drug 2: C1CNP(=O)(OC1)N(CCCl)CCCl. Cell line: OVCAR-5. Synergy scores: CSS=25.3, Synergy_ZIP=-7.17, Synergy_Bliss=2.57, Synergy_Loewe=3.49, Synergy_HSA=3.49. (3) Drug 1: C1=CC(=CC=C1CCCC(=O)O)N(CCCl)CCCl. Drug 2: C1=CC=C(C=C1)NC(=O)CCCCCCC(=O)NO. Cell line: KM12. Synergy scores: CSS=38.0, Synergy_ZIP=9.78, Synergy_Bliss=11.9, Synergy_Loewe=-5.42, Synergy_HSA=14.6. (4) Drug 1: CCC1=C2CN3C(=CC4=C(C3=O)COC(=O)C4(CC)O)C2=NC5=C1C=C(C=C5)O. Drug 2: CC12CCC3C(C1CCC2OP(=O)(O)O)CCC4=C3C=CC(=C4)OC(=O)N(CCCl)CCCl.[Na+]. Cell line: SK-OV-3. Synergy scores: CSS=33.3, Synergy_ZIP=3.63, Synergy_Bliss=4.96, Synergy_Loewe=-18.8, Synergy_HSA=2.86.